This data is from Catalyst prediction with 721,799 reactions and 888 catalyst types from USPTO. The task is: Predict which catalyst facilitates the given reaction. (1) Reactant: Cl[C:2]1[N:7]=[CH:6][N:5]=[C:4]([N:8]2[CH2:13][CH2:12][CH:11]([CH:14]3[CH2:19][CH2:18][N:17]([C:20]([O:22][C:23]([CH3:26])([CH3:25])[CH3:24])=[O:21])[CH2:16][CH2:15]3)[CH2:10][CH2:9]2)[CH:3]=1.[C:27]1([CH2:33][OH:34])[CH:32]=[CH:31][CH:30]=[CH:29][CH:28]=1.[H-].[Na+]. Product: [CH2:33]([O:34][C:2]1[N:7]=[CH:6][N:5]=[C:4]([N:8]2[CH2:13][CH2:12][CH:11]([CH:14]3[CH2:19][CH2:18][N:17]([C:20]([O:22][C:23]([CH3:26])([CH3:25])[CH3:24])=[O:21])[CH2:16][CH2:15]3)[CH2:10][CH2:9]2)[CH:3]=1)[C:27]1[CH:32]=[CH:31][CH:30]=[CH:29][CH:28]=1. The catalyst class is: 3. (2) Reactant: [F:1][C:2]([F:15])([F:14])[C:3]1[CH:4]=[C:5]([CH2:9][CH2:10][C:11](O)=O)[CH:6]=[CH:7][CH:8]=1.FC(F)(F)S(O)(=O)=O. Product: [F:1][C:2]([F:15])([F:14])[C:3]1[CH:4]=[C:5]2[C:6](=[CH:7][CH:8]=1)[CH2:11][CH2:10][CH2:9]2. The catalyst class is: 6. (3) Reactant: [F:1][C:2]1([F:32])[CH2:7][CH2:6][N:5]([C:8]([C:10]2[NH:11][C:12]3[C:17]([CH:18]=2)=[CH:16][C:15]([C:19]([N:21]2[CH2:26][CH2:25][CH:24]([N:27]4[CH2:31][CH2:30][CH2:29][CH2:28]4)[CH2:23][CH2:22]2)=[O:20])=[CH:14][CH:13]=3)=[O:9])[CH2:4][CH2:3]1.[H-].[Na+].[CH:35]1([CH2:38]Br)[CH2:37][CH2:36]1. Product: [CH:35]1([CH2:38][N:11]2[C:12]3[C:17](=[CH:16][C:15]([C:19]([N:21]4[CH2:22][CH2:23][CH:24]([N:27]5[CH2:31][CH2:30][CH2:29][CH2:28]5)[CH2:25][CH2:26]4)=[O:20])=[CH:14][CH:13]=3)[CH:18]=[C:10]2[C:8]([N:5]2[CH2:6][CH2:7][C:2]([F:1])([F:32])[CH2:3][CH2:4]2)=[O:9])[CH2:37][CH2:36]1. The catalyst class is: 9.